Predict the reactants needed to synthesize the given product. From a dataset of Full USPTO retrosynthesis dataset with 1.9M reactions from patents (1976-2016). (1) The reactants are: CN1C(=O)C(C2N(C3C=CC(C#N)=CC=3)N=CC=2)=C(C)N(C2C=CC=C(C(F)(F)F)C=2)C1=O.C[Si](C)(C)[N-][Si](C)(C)C.[Li+].[Br:44]N1C(=O)CCC1=O.[Cl-].[NH4+].[Br:54][CH2:55][C:56]1[N:61]([C:62]2[CH:67]=[CH:66][CH:65]=[C:64]([C:68]([F:71])([F:70])[F:69])[CH:63]=2)[C:60](=[O:72])[N:59]([CH3:73])[C:58](=[O:74])[C:57]=1[C:75]1[N:79]([C:80]2[CH:87]=[CH:86][C:83]([C:84]#[N:85])=[CH:82][CH:81]=2)[N:78]=[CH:77][CH:76]=1. Given the product [Br:54][CH:55]([Br:44])[C:56]1[N:61]([C:62]2[CH:67]=[CH:66][CH:65]=[C:64]([C:68]([F:71])([F:70])[F:69])[CH:63]=2)[C:60](=[O:72])[N:59]([CH3:73])[C:58](=[O:74])[C:57]=1[C:75]1[N:79]([C:80]2[CH:81]=[CH:82][C:83]([C:84]#[N:85])=[CH:86][CH:87]=2)[N:78]=[CH:77][CH:76]=1, predict the reactants needed to synthesize it. (2) Given the product [Br:1][C:2]1[CH:10]=[CH:9][C:8]2[NH:7][C:6]3[C:11]([O:19][CH2:18][CH3:17])=[N:12][C:13]([Cl:15])=[N:14][C:5]=3[C:4]=2[CH:3]=1, predict the reactants needed to synthesize it. The reactants are: [Br:1][C:2]1[CH:10]=[CH:9][C:8]2[NH:7][C:6]3[C:11](Cl)=[N:12][C:13]([Cl:15])=[N:14][C:5]=3[C:4]=2[CH:3]=1.[CH3:17][CH2:18][O-:19].[Na+]. (3) Given the product [C@@H:23]1([O:22][C:6]2[C:7]3[C:12](=[CH:11][CH:10]=[CH:9][C:8]=3[CH2:13][CH2:14][C:15]3[CH:16]=[CH:17][C:18]([OH:21])=[CH:19][CH:20]=3)[N:4]([CH2:3][CH2:2][OH:1])[N:5]=2)[O:49][C@H:48]([CH2:50][OH:51])[C@@H:40]([OH:41])[C@H:32]([OH:33])[C@H:24]1[OH:25], predict the reactants needed to synthesize it. The reactants are: [OH:1][CH2:2][CH2:3][N:4]1[C:12]2[C:7](=[C:8]([CH2:13][CH2:14][C:15]3[CH:20]=[CH:19][C:18]([OH:21])=[CH:17][CH:16]=3)[CH:9]=[CH:10][CH:11]=2)[C:6]([O:22][C@@H:23]2[O:49][C@H:48]([CH2:50][O:51]C(=O)C(C)(C)C)[C@@H:40]([O:41]C(=O)C(C)(C)C)[C@H:32]([O:33]C(=O)C(C)(C)C)[C@H:24]2[O:25]C(=O)C(C)(C)C)=[N:5]1.O.O.[OH-].[Li+]. (4) Given the product [Cl:22][C:23]1[CH:28]=[CH:27][C:26]([NH:29][C:30]([C:32]2([F:38])[CH2:37][CH2:36][CH2:35][N:34]([C:9](=[O:11])[C:8]3[CH:12]=[CH:13][CH:14]=[C:6]([C:2]4[O:1][CH:5]=[CH:4][CH:3]=4)[CH:7]=3)[CH2:33]2)=[O:31])=[CH:25][CH:24]=1, predict the reactants needed to synthesize it. The reactants are: [O:1]1[CH:5]=[CH:4][CH:3]=[C:2]1[C:6]1[CH:7]=[C:8]([CH:12]=[CH:13][CH:14]=1)[C:9]([OH:11])=O.FC(F)(F)C(O)=O.[Cl:22][C:23]1[CH:28]=[CH:27][C:26]([NH:29][C:30]([C:32]2([F:38])[CH2:37][CH2:36][CH2:35][NH:34][CH2:33]2)=[O:31])=[CH:25][CH:24]=1.Cl.C(N=C=NCCCN(C)C)C.C(N(C(C)C)CC)(C)C.Cl. (5) Given the product [CH3:28][O:27][C:25](=[O:26])[C@@H:24]([O:23][C:22]1[CH:21]=[C:20]([CH:32]=[CH:31][CH:30]=1)[CH2:19][N:3]1[C:4]2[C:9](=[CH:8][C:7]([C:12]([O:14][CH2:15][CH:16]=[CH2:17])=[O:13])=[CH:6][CH:5]=2)[C:10]([CH3:11])=[C:2]1[CH3:1])[CH3:29], predict the reactants needed to synthesize it. The reactants are: [CH3:1][C:2]1[NH:3][C:4]2[C:9]([C:10]=1[CH3:11])=[CH:8][C:7]([C:12]([O:14][CH2:15][CH:16]=[CH2:17])=[O:13])=[CH:6][CH:5]=2.Br[CH2:19][C:20]1[CH:21]=[C:22]([CH:30]=[CH:31][CH:32]=1)[O:23][C@@H:24]([CH3:29])[C:25]([O:27][CH3:28])=[O:26].[H-].[Na+]. (6) The reactants are: [OH:1][C:2]1[CH:3]=[C:4]([CH:8]=[CH:9][C:10]=1[OH:11])[C:5]([OH:7])=[O:6].Cl.[CH3:13]O. Given the product [CH3:13][O:6][C:5](=[O:7])[C:4]1[CH:8]=[CH:9][C:10]([OH:11])=[C:2]([OH:1])[CH:3]=1, predict the reactants needed to synthesize it. (7) Given the product [Cl:18][C:19]1[CH:24]=[CH:23][C:22]([C:2]2[C:10]3[N:9]4[CH2:11][CH2:12][NH:13][C:14](=[O:15])[C:8]4=[C:7]([CH3:16])[C:6]=3[CH:5]=[C:4]([F:17])[CH:3]=2)=[C:21]([F:28])[CH:20]=1, predict the reactants needed to synthesize it. The reactants are: Br[C:2]1[C:10]2[N:9]3[CH2:11][CH2:12][NH:13][C:14](=[O:15])[C:8]3=[C:7]([CH3:16])[C:6]=2[CH:5]=[C:4]([F:17])[CH:3]=1.[Cl:18][C:19]1[CH:24]=[CH:23][C:22](B(O)O)=[C:21]([F:28])[CH:20]=1. (8) Given the product [CH3:32][O:31][C:29](=[O:30])[NH:1][C:2]1[CH:7]=[CH:6][C:5]([NH:8][C:9]2[N:17]=[C:16]([NH:18][C@H:19]3[CH2:20][CH2:21][C@H:22]([OH:25])[CH2:23][CH2:24]3)[N:15]=[C:14]3[C:10]=2[N:11]=[CH:12][N:13]3[CH2:26][CH3:27])=[CH:4][CH:3]=1, predict the reactants needed to synthesize it. The reactants are: [NH2:1][C:2]1[CH:7]=[CH:6][C:5]([NH:8][C:9]2[N:17]=[C:16]([NH:18][C@H:19]3[CH2:24][CH2:23][C@H:22]([OH:25])[CH2:21][CH2:20]3)[N:15]=[C:14]3[C:10]=2[N:11]=[CH:12][N:13]3[CH2:26][CH3:27])=[CH:4][CH:3]=1.Cl[C:29]([O:31][CH3:32])=[O:30]. (9) The reactants are: [CH:1]1[C:10]2[C:5](=[CH:6][CH:7]=[CH:8][CH:9]=2)[CH:4]=[C:3]([NH2:11])[C:2]=1[NH2:12].O=[C:14]1[CH2:19][CH2:18][N:17]([C:20]([O:22][CH2:23][C@@H:24]([N:26]([CH2:34][C:35]2[CH:40]=[CH:39][CH:38]=[CH:37][CH:36]=2)[CH2:27][C:28]2[CH:33]=[CH:32][CH:31]=[CH:30][CH:29]=2)[CH3:25])=[O:21])[CH2:16][CH2:15]1. Given the product [NH2:12][C:2]1[C:3]([NH:11][CH:14]2[CH2:15][CH2:16][N:17]([C:20]([O:22][CH2:23][C@@H:24]([N:26]([CH2:34][C:35]3[CH:40]=[CH:39][CH:38]=[CH:37][CH:36]=3)[CH2:27][C:28]3[CH:33]=[CH:32][CH:31]=[CH:30][CH:29]=3)[CH3:25])=[O:21])[CH2:18][CH2:19]2)=[CH:4][C:5]2[C:10](=[CH:9][CH:8]=[CH:7][CH:6]=2)[CH:1]=1, predict the reactants needed to synthesize it. (10) Given the product [CH2:3]([O:5]/[C:6](=[CH:12]\[C:13]1[CH:18]=[CH:17][C:16]([C:19]2[CH:24]=[CH:23][CH:22]=[C:21]([N:25]([CH3:34])[C:26]([NH:28][CH2:29][CH2:30][CH2:31][CH2:32][CH3:33])=[O:27])[CH:20]=2)=[CH:15][CH:14]=1)/[C:7]([OH:9])=[O:8])[CH3:4], predict the reactants needed to synthesize it. The reactants are: [OH-].[Li+].[CH2:3]([O:5]/[C:6](=[CH:12]\[C:13]1[CH:18]=[CH:17][C:16]([C:19]2[CH:24]=[CH:23][CH:22]=[C:21]([N:25]([CH3:34])[C:26]([NH:28][CH2:29][CH2:30][CH2:31][CH2:32][CH3:33])=[O:27])[CH:20]=2)=[CH:15][CH:14]=1)/[C:7]([O:9]CC)=[O:8])[CH3:4].C(O)(=O)C.O.